From a dataset of Human liver microsome stability data. Regression/Classification. Given a drug SMILES string, predict its absorption, distribution, metabolism, or excretion properties. Task type varies by dataset: regression for continuous measurements (e.g., permeability, clearance, half-life) or binary classification for categorical outcomes (e.g., BBB penetration, CYP inhibition). Dataset: hlm. (1) The compound is CC(CCNCC12CC3CC(CC(C3)C1)C2)Nc1ccnc2ccccc12. The result is 0 (unstable in human liver microsomes). (2) The drug is CCN(CC)c1ccc(C=NNC(=O)c2cc(C)[nH]n2)c(O)c1. The result is 1 (stable in human liver microsomes). (3) The compound is O=C(N[C@H](CO)c1ccccc1)c1nn(-c2c[n+]([O-])ccn2)c2c1C[C@@H]1C[C@H]21. The result is 0 (unstable in human liver microsomes). (4) The drug is CC(C)c1ccc(C=NNC(=O)c2ccc(O)cc2)cc1. The result is 1 (stable in human liver microsomes).